From a dataset of HIV replication inhibition screening data with 41,000+ compounds from the AIDS Antiviral Screen. Binary Classification. Given a drug SMILES string, predict its activity (active/inactive) in a high-throughput screening assay against a specified biological target. (1) The molecule is COC(=O)C1(C)CCCC2(C)C3CC(CO)C(C(C)C)CC3CCC12. The result is 0 (inactive). (2) The compound is CC12CCC(C(=O)OC1=O)C(C)(C)O2. The result is 0 (inactive). (3) The result is 0 (inactive). The molecule is CCc1ccccc1NC(=O)CC1NC(=O)CS1. (4) The drug is CCN(CC)CC(=O)Nc1ccc(Cl)cc1Cc1ccccc1. The result is 0 (inactive). (5) The molecule is COc1ccc2c(c1)OC(=O)CC2c1ccc(OC)c(OC)c1. The result is 0 (inactive). (6) The molecule is Cl.O=C(C=Cc1ccccc1)c1cc(CN2CCOCC2)c(O)c(CN2CCOCC2)c1. The result is 0 (inactive).